This data is from Full USPTO retrosynthesis dataset with 1.9M reactions from patents (1976-2016). The task is: Predict the reactants needed to synthesize the given product. (1) Given the product [CH2:38]([CH:34]1[CH2:35][CH2:36][CH2:37][C:32](=[O:31])[CH2:33]1)[CH3:39], predict the reactants needed to synthesize it. The reactants are: C([Zn]CC)C.C(OC(=O)CC)(=O)CC.C1(=O)CCCC=C1.S(=O)(=O)(O)O.C([O:31][C:32]1[CH2:37][CH2:36][CH2:35][CH:34]([CH2:38][CH3:39])[CH:33]=1)(=O)CC. (2) Given the product [NH:16]=[C:17]1[NH:21][C:20](=[O:22])[C:19](=[CH:13][C:10]2[CH:11]=[C:12]3[C:7](=[CH:8][CH:9]=2)[N:6]=[CH:5][N:4]=[C:3]3[N:2]([CH3:15])[CH3:1])[S:18]1, predict the reactants needed to synthesize it. The reactants are: [CH3:1][N:2]([CH3:15])[C:3]1[C:12]2[C:7](=[CH:8][CH:9]=[C:10]([CH:13]=O)[CH:11]=2)[N:6]=[CH:5][N:4]=1.[NH:16]=[C:17]1[NH:21][C:20](=[O:22])[CH2:19][S:18]1. (3) Given the product [CH:14]1([CH2:13][O:12][C:7]2[C:2]([C:22]3[CH:23]=[CH:24][C:19]([C:18]([F:29])([F:28])[F:17])=[CH:20][CH:21]=3)=[CH:3][C:4]([C:9]([NH:30][CH2:31][CH:32]([CH2:33][OH:34])[CH2:35][CH3:36])=[O:11])=[CH:5][N:6]=2)[CH2:16][CH2:15]1, predict the reactants needed to synthesize it. The reactants are: Br[C:2]1[CH:3]=[C:4]([C:9]([OH:11])=O)[CH:5]=[N:6][C:7]=1Cl.[OH:12][CH2:13][CH:14]1[CH2:16][CH2:15]1.[F:17][C:18]([F:29])([F:28])[C:19]1[CH:24]=[CH:23][C:22](B(O)O)=[CH:21][CH:20]=1.[NH2:30][CH2:31][CH:32]([CH2:35][CH3:36])[CH2:33][OH:34]. (4) Given the product [Br:1][C:2]1[CH:7]=[CH:6][C:5]([CH:16]=[O:17])=[CH:4][N:3]=1, predict the reactants needed to synthesize it. The reactants are: [Br:1][C:2]1[CH:7]=[CH:6][C:5](Br)=[CH:4][N:3]=1.C([Mg]Cl)(C)C.CN(C)[CH:16]=[O:17].O. (5) Given the product [C:15]([O:14][C:13]([NH:12][C:9]([CH3:11])([CH3:10])[C:8]([NH:33][C@H:29]([CH2:28][CH2:27][C:24]1[CH:23]=[CH:22][CH:21]=[CH:26][CH:25]=1)[C:30]([OH:32])=[O:31])=[O:20])=[O:19])([CH3:18])([CH3:17])[CH3:16], predict the reactants needed to synthesize it. The reactants are: O=C1CCC(=O)N1[C:8](=[O:20])[C:9]([NH:12][C:13](=[O:19])[O:14][C:15]([CH3:18])([CH3:17])[CH3:16])([CH3:11])[CH3:10].[CH:21]1[CH:26]=[CH:25][C:24]([CH2:27][CH2:28][C@@H:29]([NH2:33])[C:30]([OH:32])=[O:31])=[CH:23][CH:22]=1.O.C(N(CC)CC)C.